Dataset: Catalyst prediction with 721,799 reactions and 888 catalyst types from USPTO. Task: Predict which catalyst facilitates the given reaction. (1) Reactant: [Cl:1][C:2]1[CH:3]=[CH:4][C:5]2[NH:11][C:10](=[O:12])[C@@H:9]([CH2:13][C:14]([OH:16])=[O:15])[S:8][C@H:7]([C:17]3[CH:22]=[CH:21][CH:20]=[CH:19][C:18]=3Cl)[C:6]=2[CH:24]=1.I[CH:26]([CH3:28])[CH3:27].[C:29](=O)([O-])[O-:30].[K+].[K+]. Product: [Cl:1][C:2]1[CH:3]=[CH:4][C:5]2[NH:11][C:10](=[O:12])[C@@H:9]([CH2:13][C:14]([O:16][CH:26]([CH3:28])[CH3:27])=[O:15])[S:8][C@H:7]([C:17]3[CH:22]=[CH:21][CH:20]=[CH:19][C:18]=3[O:30][CH3:29])[C:6]=2[CH:24]=1. The catalyst class is: 42. (2) Reactant: [C:1](=[S:5])([NH2:4])[CH2:2][CH3:3].Br.Br[CH:8]([C:18]1[CH:23]=[CH:22][N:21]=[CH:20][CH:19]=1)[C:9]([C:11]1[CH:16]=[CH:15][C:14]([F:17])=[CH:13][CH:12]=1)=O. Product: [CH2:2]([C:1]1[S:5][C:8]([C:18]2[CH:23]=[CH:22][N:21]=[CH:20][CH:19]=2)=[C:9]([C:11]2[CH:12]=[CH:13][C:14]([F:17])=[CH:15][CH:16]=2)[N:4]=1)[CH3:3]. The catalyst class is: 3. (3) Reactant: [C:1]([NH2:5])([CH3:4])([CH3:3])[CH3:2].[I-].C([N+]1(C)[CH2:14][CH2:13][C:12](=[O:15])[CH2:11][CH2:10]1)C.C(=O)(O)[O-].[Na+]. Product: [C:1]([N:5]1[CH2:14][CH2:13][C:12](=[O:15])[CH2:11][CH2:10]1)([CH3:4])([CH3:3])[CH3:2]. The catalyst class is: 93. (4) Reactant: Br[C:2]1[CH:3]=[C:4]([CH:30]=[C:31]([CH2:33][O:34][CH3:35])[CH:32]=1)[O:5][CH2:6][CH2:7][CH2:8][CH2:9][CH2:10][CH2:11][C:12]1[C:13]([CH2:25][CH2:26][C:27]([OH:29])=[O:28])=[C:14]([CH:22]=[CH:23][CH:24]=1)[O:15][CH2:16][CH2:17][CH2:18][C:19]([OH:21])=[O:20].[NH:36]1[C:44]2[C:39](=[CH:40][C:41](B(O)O)=[CH:42][CH:43]=2)[CH:38]=[CH:37]1.C(=O)([O-])[O-].[Cs+].[Cs+]. Product: [C:27]([CH2:26][CH2:25][C:13]1[C:12]([CH2:11][CH2:10][CH2:9][CH2:8][CH2:7][CH2:6][O:5][C:4]2[CH:30]=[C:31]([CH2:33][O:34][CH3:35])[CH:32]=[C:2]([C:41]3[CH:40]=[C:39]4[C:44](=[CH:43][CH:42]=3)[NH:36][CH:37]=[CH:38]4)[CH:3]=2)=[CH:24][CH:23]=[CH:22][C:14]=1[O:15][CH2:16][CH2:17][CH2:18][C:19]([OH:21])=[O:20])([OH:29])=[O:28]. The catalyst class is: 140.